Dataset: Forward reaction prediction with 1.9M reactions from USPTO patents (1976-2016). Task: Predict the product of the given reaction. (1) Given the reactants Br[C:2]1[CH:7]=[CH:6][C:5]([CH3:8])=[CH:4][C:3]=1[N+:9]([O-:11])=[O:10].[CH3:12][O:13][C:14]1[CH:19]=[CH:18][C:17]([CH:20]=[CH2:21])=[CH:16][CH:15]=1.C(N(CC)CC)C, predict the reaction product. The product is: [CH3:12][O:13][C:14]1[CH:19]=[CH:18][C:17]([CH:20]=[CH:21][C:2]2[CH:7]=[CH:6][C:5]([CH3:8])=[CH:4][C:3]=2[N+:9]([O-:11])=[O:10])=[CH:16][CH:15]=1. (2) Given the reactants [F:1][C:2]([F:32])([F:31])[C:3]1[CH:4]=[C:5]([C@@H:9]([NH:13][C:14]([C:16]2[CH:17]=[N:18][N:19]([C:24]3[CH:29]=[CH:28][C:27]([Cl:30])=[CH:26][CH:25]=3)[C:20]=2[CH2:21][O:22]C)=[O:15])[CH2:10][CH2:11][CH3:12])[CH:6]=[CH:7][CH:8]=1.B(Br)(Br)Br, predict the reaction product. The product is: [F:31][C:2]([F:1])([F:32])[C:3]1[CH:4]=[C:5]([C@@H:9]([NH:13][C:14]([C:16]2[CH:17]=[N:18][N:19]([C:24]3[CH:29]=[CH:28][C:27]([Cl:30])=[CH:26][CH:25]=3)[C:20]=2[CH2:21][OH:22])=[O:15])[CH2:10][CH2:11][CH3:12])[CH:6]=[CH:7][CH:8]=1.